From a dataset of Forward reaction prediction with 1.9M reactions from USPTO patents (1976-2016). Predict the product of the given reaction. (1) Given the reactants [NH:1]([C:3]1[CH:11]=[CH:10][C:6]([C:7]([OH:9])=[O:8])=[CH:5][CH:4]=1)[NH2:2].C(O[CH:15]=[CH:16][C:17](=O)[C:18]([F:21])([F:20])[F:19])C.O=P12OP3(OP(OP(O3)(O1)=O)(=O)O2)=O.[OH-].[Na+], predict the reaction product. The product is: [F:19][C:18]([F:21])([F:20])[C:17]1[N:1]([C:3]2[CH:4]=[CH:5][C:6]([C:7]([OH:9])=[O:8])=[CH:10][CH:11]=2)[N:2]=[CH:15][CH:16]=1. (2) Given the reactants [N:1]1[CH:6]=[CH:5][CH:4]=[N:3][C:2]=1[C:7]#[C:8][CH2:9][OH:10], predict the reaction product. The product is: [N:1]1[CH:6]=[CH:5][CH:4]=[N:3][C:2]=1[CH2:7][CH2:8][CH2:9][OH:10].